Task: Predict the reactants needed to synthesize the given product.. Dataset: Full USPTO retrosynthesis dataset with 1.9M reactions from patents (1976-2016) (1) Given the product [O:50]=[S:46]1(=[O:49])[CH2:47][CH2:48][N:43]([CH2:40][C:41]#[C:42][C:9]2[CH:10]=[C:11]([C:15]3[C:19]([C:20]4[N:21]=[C:22]([CH:25]5[CH2:30][CH2:29][N:28]([C:31](=[O:38])[CH2:32][C:33]6[S:34][CH:35]=[CH:36][CH:37]=6)[CH2:27][CH2:26]5)[S:23][CH:24]=4)=[C:18]([CH3:39])[O:17][N:16]=3)[CH:12]=[CH:13][CH:14]=2)[CH2:44][CH2:45]1, predict the reactants needed to synthesize it. The reactants are: FC(F)(F)C(O)=O.Br[C:9]1[CH:10]=[C:11]([C:15]2[C:19]([C:20]3[N:21]=[C:22]([CH:25]4[CH2:30][CH2:29][N:28]([C:31](=[O:38])[CH2:32][C:33]5[S:34][CH:35]=[CH:36][CH:37]=5)[CH2:27][CH2:26]4)[S:23][CH:24]=3)=[C:18]([CH3:39])[O:17][N:16]=2)[CH:12]=[CH:13][CH:14]=1.[CH2:40]([N:43]1[CH:48]=[CH:47][S:46](=[O:50])(=[O:49])[CH:45]=[CH:44]1)[C:41]#[CH:42].C(NCC)C.CN(C=O)C. (2) Given the product [Cl:1][C:2]1[CH:7]=[CH:6][CH:5]=[CH:4][C:3]=1[CH:8]([CH2:15][CH2:16][CH2:17][C:18]([O:20][CH2:21][CH3:22])=[O:19])[C:9]([O:11][CH2:12][CH3:13])=[O:10], predict the reactants needed to synthesize it. The reactants are: [Cl:1][C:2]1[CH:7]=[CH:6][CH:5]=[CH:4][C:3]=1[CH2:8][C:9]([O:11][CH2:12][CH3:13])=[O:10].Br[CH2:15][CH2:16][CH2:17][C:18]([O:20][CH2:21][CH3:22])=[O:19].C([O-])([O-])=O.[Cs+].[Cs+].C(OCC)(=O)C. (3) Given the product [NH2:12][C:8]1[C:7]([N+:13]([O-:15])=[O:14])=[C:6]([O:5][C:4]2[CH:3]=[C:2]([NH:1][C:31]([NH:30][C:27]3[CH:28]=[CH:29][C:24]([Cl:23])=[C:25]([C:33]([F:35])([F:34])[F:36])[CH:26]=3)=[O:32])[CH:18]=[C:17]([C:19]([F:22])([F:20])[F:21])[CH:16]=2)[CH:11]=[CH:10][N:9]=1, predict the reactants needed to synthesize it. The reactants are: [NH2:1][C:2]1[CH:3]=[C:4]([CH:16]=[C:17]([C:19]([F:22])([F:21])[F:20])[CH:18]=1)[O:5][C:6]1[CH:11]=[CH:10][N:9]=[C:8]([NH2:12])[C:7]=1[N+:13]([O-:15])=[O:14].[Cl:23][C:24]1[CH:29]=[CH:28][C:27]([N:30]=[C:31]=[O:32])=[CH:26][C:25]=1[C:33]([F:36])([F:35])[F:34]. (4) Given the product [O:2]=[CH:3][CH2:4][N:5]1[C:13]2[C:8](=[CH:9][CH:10]=[CH:11][C:12]=2[C:14]([O:16][CH3:17])=[O:15])[CH:7]=[CH:6]1, predict the reactants needed to synthesize it. The reactants are: C[O:2][CH:3](OC)[CH2:4][N:5]1[C:13]2[C:8](=[CH:9][CH:10]=[CH:11][C:12]=2[C:14]([O:16][CH3:17])=[O:15])[CH:7]=[CH:6]1.Cl.